This data is from Forward reaction prediction with 1.9M reactions from USPTO patents (1976-2016). The task is: Predict the product of the given reaction. (1) The product is: [F:12][C:8]1[CH:7]=[C:6]([CH:11]=[CH:10][CH:9]=1)[CH2:5][O:4][C:3]1[CH:13]=[CH:14][C:15]([NH2:17])=[CH:16][C:2]=1[Br:1]. Given the reactants [Br:1][C:2]1[CH:16]=[C:15]([N+:17]([O-])=O)[CH:14]=[CH:13][C:3]=1[O:4][CH2:5][C:6]1[CH:11]=[CH:10][CH:9]=[C:8]([F:12])[CH:7]=1, predict the reaction product. (2) Given the reactants [CH2:1]([O:3][C:4](=[O:19])[C:5]1[CH:10]=[CH:9][C:8]([C:11]([CH:13]2[CH2:16][C:15]([CH3:18])([CH3:17])[CH2:14]2)=O)=[CH:7][CH:6]=1)[CH3:2].C([O-])(=O)C.[NH4+].C([BH3-])#[N:26].[Na+].Cl.[OH-].[Na+], predict the reaction product. The product is: [CH2:1]([O:3][C:4](=[O:19])[C:5]1[CH:10]=[CH:9][C:8]([CH:11]([NH2:26])[CH:13]2[CH2:16][C:15]([CH3:18])([CH3:17])[CH2:14]2)=[CH:7][CH:6]=1)[CH3:2].